This data is from Reaction yield outcomes from USPTO patents with 853,638 reactions. The task is: Predict the reaction yield, written as a fraction of the theoretical maximum amount of product (1.0 means a 100% yield; for example, 0.34 means a 34% yield). (1) The reactants are [CH2:1]([O:15][CH:16]([CH2:29][O:30][CH2:31][CH2:32][CH2:33][CH2:34][CH2:35][CH2:36][CH2:37][CH2:38][CH2:39][CH2:40][CH2:41][CH2:42][CH2:43][CH3:44])[CH2:17]N1C(=O)C2=CC=CC=C2C1=O)[CH2:2][CH2:3][CH2:4][CH2:5][CH2:6][CH2:7][CH2:8][CH2:9][CH2:10][CH2:11][CH2:12][CH2:13][CH3:14].O.[NH2:46]N. The catalyst is C(O)C. The product is [CH2:31]([O:30][CH:29]([NH2:46])[CH:16]([O:15][CH2:1][CH2:2][CH2:3][CH2:4][CH2:5][CH2:6][CH2:7][CH2:8][CH2:9][CH2:10][CH2:11][CH2:12][CH2:13][CH3:14])[CH3:17])[CH2:32][CH2:33][CH2:34][CH2:35][CH2:36][CH2:37][CH2:38][CH2:39][CH2:40][CH2:41][CH2:42][CH2:43][CH3:44]. The yield is 0.897. (2) The reactants are Br[CH2:2][C:3]1[CH:4]=[C:5]2[C:28](=[CH:29][CH:30]=1)[C:9]1=[N:10][O:11][C:12]([C:13]3[C:17]([C:18]([F:21])([F:20])[F:19])=[C:16]([C:22]4[CH:27]=[CH:26][CH:25]=[CH:24][CH:23]=4)[O:15][N:14]=3)=[C:8]1[CH2:7][CH2:6]2.[CH2:31]1[C:34]2([C:38](=[O:39])[NH:37][C:36](=[O:40])[NH:35]2)[CH2:33][NH:32]1.C(OC1C=CC(C2ON=C3C4C(CCC=23)=CC(C=C)=CC=4)=C(C(F)(F)F)C=1)(C)C.C(N(CC)C(C)C)(C)C.C(=O)(O)[O-].[Na+]. The catalyst is CN(C)C=O. The product is [C:22]1([C:16]2[O:15][N:14]=[C:13]([C:12]3[O:11][N:10]=[C:9]4[C:28]5[C:5]([CH2:6][CH2:7][C:8]=34)=[CH:4][C:3]([CH2:2][N:32]3[CH2:31][C:34]4([C:38](=[O:39])[NH:37][C:36](=[O:40])[NH:35]4)[CH2:33]3)=[CH:30][CH:29]=5)[C:17]=2[C:18]([F:21])([F:19])[F:20])[CH:27]=[CH:26][CH:25]=[CH:24][CH:23]=1. The yield is 0.654. (3) The reactants are [OH-].[K+].[OH:3][C:4]1[CH:5]=[CH:6][CH:7]=[C:8]2[C:13]=1[N:12]=[CH:11][CH:10]=[CH:9]2.[CH3:14]I. The yield is 1.02. The catalyst is C1COCC1. The product is [CH3:14][O:3][C:4]1[CH:5]=[CH:6][CH:7]=[C:8]2[C:13]=1[N:12]=[CH:11][CH:10]=[CH:9]2. (4) The reactants are [CH3:1][N:2]([C:11]1[CH:12]=[CH:13][CH:14]=[C:15]2[C:19]=1[NH:18][C:17]([C:20]1[S:21][C:22]3([CH2:29][CH2:28][NH:27][CH2:26][CH2:25]3)[CH2:23][N:24]=1)=[CH:16]2)[S:3]([C:6]1[S:7][CH:8]=[CH:9][CH:10]=1)(=[O:5])=[O:4].Cl[CH2:31][C:32]1N=CO[N:33]=1.C(=O)([O-])[O-].[K+].[K+].CN(C)C=O. The catalyst is O. The product is [C:32]([CH2:31][N:27]1[CH2:28][CH2:29][C:22]2([S:21][C:20]([C:17]3[NH:18][C:19]4[C:15]([CH:16]=3)=[CH:14][CH:13]=[CH:12][C:11]=4[N:2]([CH3:1])[S:3]([C:6]3[S:7][CH:8]=[CH:9][CH:10]=3)(=[O:4])=[O:5])=[N:24][CH2:23]2)[CH2:25][CH2:26]1)#[N:33]. The yield is 0.470. (5) The reactants are [NH:1]([C:3](=[O:22])[CH2:4][O:5][C:6]1[CH:21]=[CH:20][C:9]([C:10]([O:12]CC2C=CC=CC=2)=[O:11])=[CH:8][CH:7]=1)[NH2:2]. The catalyst is CC(O)=O.[Pd]. The product is [NH:1]([C:3](=[O:22])[CH2:4][O:5][C:6]1[CH:21]=[CH:20][C:9]([C:10]([OH:12])=[O:11])=[CH:8][CH:7]=1)[NH2:2]. The yield is 0.420.